Dataset: Forward reaction prediction with 1.9M reactions from USPTO patents (1976-2016). Task: Predict the product of the given reaction. (1) Given the reactants I([O-])(=O)(=O)=O.[Na+].[S:7]1[CH2:12][CH2:11][N:10]([C:13]2[CH:18]=[CH:17][C:16]([N:19]3[CH2:23][C@H:22]([CH2:24][NH:25][C:26](=[O:32])[O:27][C:28]([CH3:31])([CH3:30])[CH3:29])[O:21][C:20]3=[O:33])=[CH:15][CH:14]=2)[CH2:9][CH2:8]1.C[OH:35].C(Cl)Cl, predict the reaction product. The product is: [O:35]=[S:7]1[CH2:12][CH2:11][N:10]([C:13]2[CH:14]=[CH:15][C:16]([N:19]3[CH2:23][C@H:22]([CH2:24][NH:25][C:26](=[O:32])[O:27][C:28]([CH3:30])([CH3:29])[CH3:31])[O:21][C:20]3=[O:33])=[CH:17][CH:18]=2)[CH2:9][CH2:8]1. (2) Given the reactants [C:1]1([C:7]2[CH:20]=[CH:19][CH:18]=[CH:17][C:8]=2[CH2:9][CH2:10][CH:11]2[CH2:16][CH2:15][NH:14][CH2:13][CH2:12]2)[CH:6]=[CH:5][CH:4]=[CH:3][CH:2]=1.[CH3:21][O:22][C:23]1[C:28]([CH:29]=O)=[CH:27][CH:26]=[CH:25][N:24]=1.[OH-].[Na+], predict the reaction product. The product is: [CH3:21][O:22][C:23]1[C:28]([CH2:29][N:14]2[CH2:13][CH2:12][CH:11]([CH2:10][CH2:9][C:8]3[CH:17]=[CH:18][CH:19]=[CH:20][C:7]=3[C:1]3[CH:2]=[CH:3][CH:4]=[CH:5][CH:6]=3)[CH2:16][CH2:15]2)=[CH:27][CH:26]=[CH:25][N:24]=1. (3) Given the reactants [CH3:1][O:2][C:3]1[CH:22]=[CH:21][C:6]([CH2:7][C@@H:8]2[C:12]3=[N:13][C:14]4[CH:19]=[CH:18][CH:17]=[CH:16][C:15]=4[N:11]3[C:10](=[O:20])[NH:9]2)=[CH:5][CH:4]=1.[CH3:23][N:24]1[CH2:29][CH2:28][CH:27]([CH2:30][NH2:31])[CH2:26][CH2:25]1.C(O)(C(F)(F)F)=O, predict the reaction product. The product is: [NH:13]1[C:14]2[CH:19]=[CH:18][CH:17]=[CH:16][C:15]=2[N:11]=[C:12]1[C@H:8]([NH:9][C:10]([NH:31][CH2:30][CH:27]1[CH2:28][CH2:29][N:24]([CH3:23])[CH2:25][CH2:26]1)=[O:20])[CH2:7][C:6]1[CH:5]=[CH:4][C:3]([O:2][CH3:1])=[CH:22][CH:21]=1. (4) Given the reactants Br[C:2]1[C:3]([CH3:22])=[C:4]([CH3:21])[C:5]2[O:9][CH2:8][CH:7]([C:10]3[CH:15]=[CH:14][C:13]([CH:16]([CH3:18])[CH3:17])=[CH:12][CH:11]=3)[C:6]=2[C:19]=1[CH3:20].[CH2:23]([NH2:30])[C:24]1[CH:29]=[CH:28][CH:27]=[CH:26][CH:25]=1.CC(C)([O-])C.[Na+].O, predict the reaction product. The product is: [CH2:23]([NH:30][C:2]1[C:3]([CH3:22])=[C:4]([CH3:21])[C:5]2[O:9][CH2:8][CH:7]([C:10]3[CH:15]=[CH:14][C:13]([CH:16]([CH3:18])[CH3:17])=[CH:12][CH:11]=3)[C:6]=2[C:19]=1[CH3:20])[C:24]1[CH:29]=[CH:28][CH:27]=[CH:26][CH:25]=1. (5) Given the reactants [C:1]([C:3]1[N:4]=[C:5]([C:25]2[CH:30]=[CH:29][CH:28]=[CH:27][CH:26]=2)[CH:6]=[C:7]2[C:11]([C:12]3[CH2:13][CH2:14][N:15]([C:18]([O:20][C:21]([CH3:24])([CH3:23])[CH3:22])=[O:19])[CH2:16][CH:17]=3)=[CH:10][NH:9][C:8]=12)#[N:2].CC[OH:33], predict the reaction product. The product is: [NH2:2][C:1]([C:3]1[N:4]=[C:5]([C:25]2[CH:26]=[CH:27][CH:28]=[CH:29][CH:30]=2)[CH:6]=[C:7]2[C:11]([C:12]3[CH2:13][CH2:14][N:15]([C:18]([O:20][C:21]([CH3:24])([CH3:23])[CH3:22])=[O:19])[CH2:16][CH:17]=3)=[CH:10][NH:9][C:8]=12)=[O:33].